Dataset: Forward reaction prediction with 1.9M reactions from USPTO patents (1976-2016). Task: Predict the product of the given reaction. (1) Given the reactants [Br:1][C:2]1[N:6]2[C:7]3[C:12]([N:13]=[C:14](Cl)[C:5]2=[N:4][CH:3]=1)=[CH:11][C:10]([O:16][C:17]([F:20])([F:19])[F:18])=[CH:9][CH:8]=3.[NH2:21][CH2:22][CH2:23][CH2:24][OH:25], predict the reaction product. The product is: [Br:1][C:2]1[N:6]2[C:7]3[C:12]([N:13]=[C:14]([NH:21][CH2:22][CH2:23][CH2:24][OH:25])[C:5]2=[N:4][CH:3]=1)=[CH:11][C:10]([O:16][C:17]([F:20])([F:19])[F:18])=[CH:9][CH:8]=3. (2) Given the reactants [Cl:1][C:2]1[CH:7]=[C:6]([Cl:8])[CH:5]=[CH:4][C:3]=1[C:9]1[N:10]=[C:11]([C@@H:14]([NH:23][C:24]([C@H:26]2[CH2:31][CH2:30][C@H:29]([CH2:32][CH3:33])[CH2:28][CH2:27]2)=[O:25])[CH2:15][C:16]2[CH:21]=[CH:20][C:19]([OH:22])=[CH:18][CH:17]=2)[NH:12][CH:13]=1.Br[CH2:35]/[CH:36]=[CH:37]/[CH2:38][CH3:39], predict the reaction product. The product is: [Cl:1][C:2]1[CH:7]=[C:6]([Cl:8])[CH:5]=[CH:4][C:3]=1[C:9]1[N:10]=[C:11]([C@@H:14]([NH:23][C:24]([C@H:26]2[CH2:27][CH2:28][C@H:29]([CH2:32][CH3:33])[CH2:30][CH2:31]2)=[O:25])[CH2:15][C:16]2[CH:21]=[CH:20][C:19]([OH:22])=[CH:18][CH:17]=2)[N:12]([CH2:35][CH:36]=[CH:37][CH2:38][CH3:39])[CH:13]=1. (3) The product is: [CH2:45]([O:44][CH2:43][CH2:42][CH2:41][C:27]1([CH2:25][OH:24])[C:28]2[CH:29]=[CH:30][CH:31]=[CH:32][C:33]=2[O:34][C:35]2[C:40]1=[CH:39][CH:38]=[CH:37][CH:36]=2)[CH3:46]. Given the reactants C(C1(CO)C2C=CC=CC=2OC2C1=CC=CC=2)CCCCC.C[O:24][C:25]([C:27]1([CH2:41][CH2:42][CH2:43][O:44][CH2:45][CH3:46])[C:40]2[CH:39]=[CH:38][CH:37]=[CH:36][C:35]=2[O:34][C:33]2[C:28]1=[CH:29][CH:30]=[CH:31][CH:32]=2)=O, predict the reaction product. (4) Given the reactants [C:1]1([CH3:20])[CH:6]=[CH:5][C:4]([NH:7][CH2:8][CH2:9][C:10]2[CH:15]=[CH:14][C:13]([C:16]([F:19])([F:18])[F:17])=[CH:12][CH:11]=2)=[CH:3][CH:2]=1.C(OC([NH:28][CH:29]([C:33]1[CH:38]=[CH:37][CH:36]=[CH:35][CH:34]=1)[C:30](O)=[O:31])=O)(C)(C)C, predict the reaction product. The product is: [NH2:28][CH:29]([C:33]1[CH:38]=[CH:37][CH:36]=[CH:35][CH:34]=1)[C:30]([N:7]([C:4]1[CH:3]=[CH:2][C:1]([CH3:20])=[CH:6][CH:5]=1)[CH2:8][CH2:9][C:10]1[CH:15]=[CH:14][C:13]([C:16]([F:17])([F:18])[F:19])=[CH:12][CH:11]=1)=[O:31]. (5) Given the reactants Br[C:2]1[CH:7]=[CH:6][C:5]([C:8]2[NH:12][C:11]([C@@H:13]3[CH2:21][C:16]4([O:20][CH2:19][CH2:18][O:17]4)[CH2:15][N:14]3[C:22](=[O:32])[C@@H:23]([NH:27][C:28](=[O:31])[O:29][CH3:30])[CH:24]([CH3:26])[CH3:25])=[N:10][CH:9]=2)=[CH:4][CH:3]=1.B1(B2OC(C)(C)C(C)(C)O2)OC(C)(C)C(C)(C)O1.C([O-])(=O)C.[K+].Br[C:57]1[CH:58]=[C:59]2[C:79](=[CH:80][CH:81]=1)[C:63]1[NH:64][C:65]([C@@H:67]3[CH2:71][CH2:70][CH2:69][N:68]3[C:72]([O:74][C:75]([CH3:78])([CH3:77])[CH3:76])=[O:73])=[N:66][C:62]=1[CH:61]=[CH:60]2.C([O-])([O-])=O.[K+].[K+], predict the reaction product. The product is: [CH3:30][O:29][C:28]([NH:27][C@@H:23]([CH:24]([CH3:26])[CH3:25])[C:22]([N:14]1[C@H:13]([C:11]2[NH:12][C:8]([C:5]3[CH:6]=[CH:7][C:2]([C:57]4[CH:58]=[C:59]5[C:79](=[CH:80][CH:81]=4)[C:63]4[NH:64][C:65]([C@@H:67]6[CH2:71][CH2:70][CH2:69][N:68]6[C:72]([O:74][C:75]([CH3:77])([CH3:78])[CH3:76])=[O:73])=[N:66][C:62]=4[CH:61]=[CH:60]5)=[CH:3][CH:4]=3)=[CH:9][N:10]=2)[CH2:21][C:16]2([O:20][CH2:19][CH2:18][O:17]2)[CH2:15]1)=[O:32])=[O:31]. (6) Given the reactants [CH:1]1([NH2:7])[CH2:6][CH2:5][CH2:4][CH2:3][CH2:2]1.C([O:10][C:11]([C:13]1[C:14](=[O:33])[N:15]([CH2:25][C:26]2[CH:31]=[CH:30][C:29]([F:32])=[CH:28][CH:27]=2)[C:16]2[C:21]([C:22]=1[OH:23])=[CH:20][C:19]([CH3:24])=[CH:18][CH:17]=2)=O)C, predict the reaction product. The product is: [CH:1]1([NH:7][C:11]([C:13]2[C:14](=[O:33])[N:15]([CH2:25][C:26]3[CH:31]=[CH:30][C:29]([F:32])=[CH:28][CH:27]=3)[C:16]3[C:21]([C:22]=2[OH:23])=[CH:20][C:19]([CH3:24])=[CH:18][CH:17]=3)=[O:10])[CH2:6][CH2:5][CH2:4][CH2:3][CH2:2]1.